From a dataset of NCI-60 drug combinations with 297,098 pairs across 59 cell lines. Regression. Given two drug SMILES strings and cell line genomic features, predict the synergy score measuring deviation from expected non-interaction effect. (1) Drug 1: C1CC(=O)NC(=O)C1N2C(=O)C3=CC=CC=C3C2=O. Synergy scores: CSS=2.83, Synergy_ZIP=-1.22, Synergy_Bliss=-2.19, Synergy_Loewe=-2.08, Synergy_HSA=-3.22. Drug 2: C(CN)CNCCSP(=O)(O)O. Cell line: CAKI-1. (2) Synergy scores: CSS=-1.63, Synergy_ZIP=3.04, Synergy_Bliss=5.13, Synergy_Loewe=-1.85, Synergy_HSA=-1.06. Drug 1: C1=CC(=CC=C1C#N)C(C2=CC=C(C=C2)C#N)N3C=NC=N3. Cell line: NCIH23. Drug 2: COCCOC1=C(C=C2C(=C1)C(=NC=N2)NC3=CC=CC(=C3)C#C)OCCOC.Cl. (3) Drug 1: C1CC(=O)NC(=O)C1N2CC3=C(C2=O)C=CC=C3N. Drug 2: C1=CC(=CC=C1CCC2=CNC3=C2C(=O)NC(=N3)N)C(=O)NC(CCC(=O)O)C(=O)O. Cell line: RPMI-8226. Synergy scores: CSS=31.5, Synergy_ZIP=-13.2, Synergy_Bliss=-20.4, Synergy_Loewe=-21.2, Synergy_HSA=-16.3. (4) Drug 1: C1=NNC2=C1C(=O)NC=N2. Drug 2: CC1C(C(CC(O1)OC2CC(CC3=C2C(=C4C(=C3O)C(=O)C5=C(C4=O)C(=CC=C5)OC)O)(C(=O)CO)O)N)O.Cl. Cell line: KM12. Synergy scores: CSS=33.9, Synergy_ZIP=0.360, Synergy_Bliss=0.445, Synergy_Loewe=-39.0, Synergy_HSA=0.976. (5) Drug 1: C1CCN(CC1)CCOC2=CC=C(C=C2)C(=O)C3=C(SC4=C3C=CC(=C4)O)C5=CC=C(C=C5)O. Drug 2: CC1C(C(CC(O1)OC2CC(OC(C2O)C)OC3=CC4=CC5=C(C(=O)C(C(C5)C(C(=O)C(C(C)O)O)OC)OC6CC(C(C(O6)C)O)OC7CC(C(C(O7)C)O)OC8CC(C(C(O8)C)O)(C)O)C(=C4C(=C3C)O)O)O)O. Cell line: SF-268. Synergy scores: CSS=14.2, Synergy_ZIP=5.59, Synergy_Bliss=14.6, Synergy_Loewe=6.76, Synergy_HSA=9.39.